This data is from Full USPTO retrosynthesis dataset with 1.9M reactions from patents (1976-2016). The task is: Predict the reactants needed to synthesize the given product. (1) Given the product [F:22][C@H:20]1[CH2:21][N:17]([C:15](=[O:16])[C@@H:14]([NH:13][C@@H:8]([C:5]2[CH:6]=[CH:7][C:2]([C:35]3[CH:34]=[CH:4][CH:5]=[CH:8][C:9]=3[F:10])=[CH:3][CH:4]=2)[C:9]([F:12])([F:11])[F:10])[CH2:27][CH:28]([CH3:30])[CH3:29])[C@@H:18]2[C@@H:25]([OH:26])[CH2:24][O:23][C@H:19]12, predict the reactants needed to synthesize it. The reactants are: Br[C:2]1[CH:7]=[CH:6][C:5]([C@H:8]([NH:13][C@@H:14]([CH2:27][CH:28]([CH3:30])[CH3:29])[C:15]([N:17]2[CH2:21][C@H:20]([F:22])[C@H:19]3[O:23][CH2:24][C@H:25]([OH:26])[C@@H:18]23)=[O:16])[C:9]([F:12])([F:11])[F:10])=[CH:4][CH:3]=1.COC.[CH2:34](O)[CH3:35]. (2) Given the product [OH:27][CH2:26][CH2:25][C:22]1[CH:23]=[CH:24][C:19]([N:12]2[CH2:16][CH2:15][CH2:14][C:13]2=[O:17])=[CH:20][CH:21]=1, predict the reactants needed to synthesize it. The reactants are: CN(CC)C.C([O-])([O-])=O.[K+].[K+].[NH:12]1[CH2:16][CH2:15][CH2:14][C:13]1=[O:17].Br[C:19]1[CH:24]=[CH:23][C:22]([CH2:25][CH2:26][OH:27])=[CH:21][CH:20]=1. (3) Given the product [Br:1][C:2]1[N:6]([CH2:7][O:8][CH2:9][CH2:10][Si:11]([CH3:14])([CH3:12])[CH3:13])[C:5]([CH:15]=[O:16])=[C:4]([C:18]([O:20][CH2:21][CH3:22])=[O:19])[CH:3]=1, predict the reactants needed to synthesize it. The reactants are: [Br:1][C:2]1[N:6]([CH2:7][O:8][CH2:9][CH2:10][Si:11]([CH3:14])([CH3:13])[CH3:12])[C:5]([CH2:15][O:16]C)=[C:4]([C:18]([O:20][CH2:21][CH3:22])=[O:19])[CH:3]=1.ClCCl.O.ClC1C(=O)C(C#N)=C(C#N)C(=O)C=1Cl. (4) Given the product [Cl:8][C:7]1[C:2]([N:24]([CH2:23][C:21]2[CH:22]=[C:17]3[CH:16]=[CH:15][N:14]([CH3:13])[C:18]3=[N:19][CH:20]=2)[S:25]([C:28]2[CH:37]=[CH:36][C:31]([C:32]([O:34][CH3:35])=[O:33])=[CH:30][CH:29]=2)(=[O:26])=[O:27])=[N:3][CH:4]=[C:5]([C:9]([F:12])([F:11])[F:10])[CH:6]=1, predict the reactants needed to synthesize it. The reactants are: Cl[C:2]1[C:7]([Cl:8])=[CH:6][C:5]([C:9]([F:12])([F:11])[F:10])=[CH:4][N:3]=1.[CH3:13][N:14]1[C:18]2=[N:19][CH:20]=[C:21]([CH2:23][NH:24][S:25]([C:28]3[CH:37]=[CH:36][C:31]([C:32]([O:34][CH3:35])=[O:33])=[CH:30][CH:29]=3)(=[O:27])=[O:26])[CH:22]=[C:17]2[CH:16]=[CH:15]1. (5) Given the product [CH2:52]([NH:54][C:55]([N:23]1[CH2:22][CH2:21][CH:20]([NH:19][C:17]([C:14]2[CH:15]=[C:16]3[C:11](=[CH:12][C:13]=2[O:26][CH3:27])[N:10]=[CH:9][CH:8]=[C:7]3[O:6][C:5]2[CH:28]=[CH:29][C:30]([NH:32][C:33]([NH:35][C:36](=[O:44])[CH2:37][C:38]3[CH:43]=[CH:42][CH:41]=[CH:40][CH:39]=3)=[S:34])=[CH:31][C:4]=2[F:3])=[O:18])[CH2:25][CH2:24]1)=[O:56])[CH3:53], predict the reactants needed to synthesize it. The reactants are: Cl.Cl.[F:3][C:4]1[CH:31]=[C:30]([NH:32][C:33]([NH:35][C:36](=[O:44])[CH2:37][C:38]2[CH:43]=[CH:42][CH:41]=[CH:40][CH:39]=2)=[S:34])[CH:29]=[CH:28][C:5]=1[O:6][C:7]1[C:16]2[C:11](=[CH:12][C:13]([O:26][CH3:27])=[C:14]([C:17]([NH:19][CH:20]3[CH2:25][CH2:24][NH:23][CH2:22][CH2:21]3)=[O:18])[CH:15]=2)[N:10]=[CH:9][CH:8]=1.C(N(CC)CC)C.[CH2:52]([N:54]=[C:55]=[O:56])[CH3:53]. (6) Given the product [Cl:26][C:27]1[S:28][C:29]([S:33]([N:36]2[CH2:41][CH2:40][N:39]([CH3:42])[CH2:38][CH2:37]2)(=[O:34])=[O:35])=[CH:30][C:31]=1[NH:32][C:12]([C:11]1[CH:10]=[N:9][N:8]2[C:3]([CH:2]([F:1])[F:25])=[CH:4][C:5]([C:15]3[CH:20]=[CH:19][C:18]([C:21]([F:23])([F:22])[F:24])=[CH:17][CH:16]=3)=[N:6][C:7]=12)=[O:14], predict the reactants needed to synthesize it. The reactants are: [F:1][CH:2]([F:25])[C:3]1[N:8]2[N:9]=[CH:10][C:11]([C:12]([OH:14])=O)=[C:7]2[N:6]=[C:5]([C:15]2[CH:20]=[CH:19][C:18]([C:21]([F:24])([F:23])[F:22])=[CH:17][CH:16]=2)[CH:4]=1.[Cl:26][C:27]1[S:28][C:29]([S:33]([N:36]2[CH2:41][CH2:40][N:39]([CH3:42])[CH2:38][CH2:37]2)(=[O:35])=[O:34])=[CH:30][C:31]=1[NH2:32]. (7) Given the product [F:1][C:2]1[CH:7]=[CH:6][C:5]([S:8]([NH:11][C:16]2[C:25]([C:26]([O:28][CH3:29])=[O:27])=[C:24]3[C:19]([C:20]4[CH:32]=[CH:31][O:30][C:21]=4[CH2:22][O:23]3)=[CH:18][CH:17]=2)(=[O:10])=[O:9])=[C:4](/[CH:33]=[CH:34]\[CH2:35][N:58]2[CH2:61][CH:60]([O:62][C:63](=[O:65])[CH3:64])[CH2:59]2)[CH:3]=1, predict the reactants needed to synthesize it. The reactants are: [F:1][C:2]1[CH:7]=[CH:6][C:5]([S:8]([N:11]([C:16]2[C:25]([C:26]([O:28][CH3:29])=[O:27])=[C:24]3[C:19]([C:20]4[CH:32]=[CH:31][O:30][C:21]=4[CH2:22][O:23]3)=[CH:18][CH:17]=2)C(OC)=O)(=[O:10])=[O:9])=[C:4](/[CH:33]=[CH:34]\[CH2:35]O)[CH:3]=1.C(N(C(C)C)CC)(C)C.CS(Cl)(=O)=O.FC(F)(F)C(O)=O.[NH:58]1[CH2:61][CH:60]([O:62][C:63](=[O:65])[CH3:64])[CH2:59]1.